Dataset: Full USPTO retrosynthesis dataset with 1.9M reactions from patents (1976-2016). Task: Predict the reactants needed to synthesize the given product. (1) Given the product [NH2:18][C@@H:1]1[C@@H:5]([OH:6])[CH2:4][N:3]([C:7]([O:9][CH2:10][C:11]2[CH:16]=[CH:15][CH:14]=[CH:13][CH:12]=2)=[O:8])[CH2:2]1, predict the reactants needed to synthesize it. The reactants are: [CH:1]12[O:6][CH:5]1[CH2:4][N:3]([C:7]([O:9][CH2:10][C:11]1[CH:16]=[CH:15][CH:14]=[CH:13][CH:12]=1)=[O:8])[CH2:2]2.[OH-].[NH4+:18]. (2) Given the product [CH2:1]([N:8]1[CH2:13][CH2:12][CH:11]([C:14]([NH:16][C:17]2[CH:22]=[CH:21][C:20]([CH2:23][NH:24][C:25]3[C:34]4[C:29](=[CH:30][C:31](/[CH:42]=[CH:41]/[C:40]([CH3:47])([CH3:46])[CH3:39])=[CH:32][CH:33]=4)[N:28]=[C:27]([N:36]([CH3:38])[CH3:37])[N:26]=3)=[CH:19][CH:18]=2)=[O:15])[CH2:10][CH2:9]1)[C:2]1[CH:7]=[CH:6][CH:5]=[CH:4][CH:3]=1, predict the reactants needed to synthesize it. The reactants are: [CH2:1]([N:8]1[CH2:13][CH2:12][CH:11]([C:14]([NH:16][C:17]2[CH:22]=[CH:21][C:20]([CH2:23][NH:24][C:25]3[C:34]4[C:29](=[CH:30][C:31](I)=[CH:32][CH:33]=4)[N:28]=[C:27]([N:36]([CH3:38])[CH3:37])[N:26]=3)=[CH:19][CH:18]=2)=[O:15])[CH2:10][CH2:9]1)[C:2]1[CH:7]=[CH:6][CH:5]=[CH:4][CH:3]=1.[CH3:39][C:40]([CH3:47])([CH3:46])/[CH:41]=[CH:42]/B(O)O. (3) Given the product [C:1]([O:5][C:6](=[O:32])[NH:7][C:8]1[CH:9]=[CH:10][C:11]([S:14][C:15]2[CH:20]=[CH:19][C:18]([C:21](=[O:30])[NH:22][C:23]3[CH:28]=[CH:27][CH:26]=[C:25]([Br:29])[CH:24]=3)=[CH:17][C:16]=2[NH:31][C:46]2[C:35]3[CH:40]=[CH:39][C:38]([CH3:41])=[N:37][C:36]=3[N:42]=[CH:43][N:44]=2)=[CH:12][CH:13]=1)([CH3:4])([CH3:2])[CH3:3], predict the reactants needed to synthesize it. The reactants are: [C:1]([O:5][C:6](=[O:32])[NH:7][C:8]1[CH:13]=[CH:12][C:11]([S:14][C:15]2[CH:20]=[CH:19][C:18]([C:21](=[O:30])[NH:22][C:23]3[CH:28]=[CH:27][CH:26]=[C:25]([Br:29])[CH:24]=3)=[CH:17][C:16]=2[NH2:31])=[CH:10][CH:9]=1)([CH3:4])([CH3:3])[CH3:2].C([C:35]1[C:36]([N:42]=[CH:43][N:44]([CH3:46])C)=[N:37][C:38]([CH3:41])=[CH:39][CH:40]=1)#N.